From a dataset of Forward reaction prediction with 1.9M reactions from USPTO patents (1976-2016). Predict the product of the given reaction. (1) Given the reactants [Cl:1][C:2]1[CH:7]=[CH:6][CH:5]=[CH:4][C:3]=1[C:8]1[O:12][N:11]=[CH:10][C:9]=1[C:13]([OH:15])=O.[CH2:16]([NH:18][CH2:19][C:20]1[CH:25]=[CH:24][CH:23]=[CH:22][CH:21]=1)[CH3:17], predict the reaction product. The product is: [CH2:19]([N:18]([CH2:16][CH3:17])[C:13]([C:9]1[CH:10]=[N:11][O:12][C:8]=1[C:3]1[CH:4]=[CH:5][CH:6]=[CH:7][C:2]=1[Cl:1])=[O:15])[C:20]1[CH:25]=[CH:24][CH:23]=[CH:22][CH:21]=1. (2) Given the reactants [Cl:1][CH2:2][CH2:3][N:4]=[C:5]=[O:6].[Cl:7][C:8]1[CH:9]=[C:10]([NH:22][C:23]2[C:32]3[C:27](=[CH:28][CH:29]=[CH:30][C:31]=3[O:33][CH2:34][CH2:35][NH:36][CH3:37])[N:26]=[CH:25][N:24]=2)[CH:11]=[CH:12][C:13]=1[O:14][CH2:15][C:16]1[CH:21]=[CH:20][CH:19]=[CH:18][N:17]=1, predict the reaction product. The product is: [Cl:1][CH2:2][CH2:3][NH:4][C:5](=[O:6])[N:36]([CH2:35][CH2:34][O:33][C:31]1[CH:30]=[CH:29][CH:28]=[C:27]2[C:32]=1[C:23]([NH:22][C:10]1[CH:11]=[CH:12][C:13]([O:14][CH2:15][C:16]3[CH:21]=[CH:20][CH:19]=[CH:18][N:17]=3)=[C:8]([Cl:7])[CH:9]=1)=[N:24][CH:25]=[N:26]2)[CH3:37]. (3) Given the reactants [CH3:1][O:2][C:3]1[CH:8]=[CH:7][C:6]([C:9]2([C:14]3[CH:19]=[CH:18][C:17]([O:20][CH3:21])=[CH:16][CH:15]=3)[CH2:11][C:10]2(Br)[CH3:12])=[CH:5][CH:4]=1.CS(C)=O.CC(C)([O-])C.[K+].O, predict the reaction product. The product is: [CH3:21][O:20][C:17]1[CH:16]=[CH:15][C:14]([C:9]2([C:6]3[CH:5]=[CH:4][C:3]([O:2][CH3:1])=[CH:8][CH:7]=3)[CH2:11][C:10]2=[CH2:12])=[CH:19][CH:18]=1. (4) Given the reactants ClC1C=C([CH2:8][CH2:9][CH2:10][N:11]([C@H:25]2[CH2:30][CH2:29][C@H:28](C)[CH2:27][CH2:26]2)[C:12](=[O:24])[NH:13][C:14]2[S:15][C:16]([S:19][CH2:20][C:21]([OH:23])=[O:22])=[CH:17][N:18]=2)C=CC=1.[CH3:32][O:33][C@H]1CC[C@H](N)CC1.[C:41]1([CH2:47]CCC(O)=O)[CH:46]=[CH:45][CH:44]=[CH:43][CH:42]=1.C(OC(=O)CSC1SC(N)=NC=1)C, predict the reaction product. The product is: [CH3:32][O:33][C@H:28]1[CH2:29][CH2:30][C@H:25]([N:11]([CH2:10][CH2:9][CH2:8][CH2:47][C:41]2[CH:46]=[CH:45][CH:44]=[CH:43][CH:42]=2)[C:12](=[O:24])[NH:13][C:14]2[S:15][C:16]([S:19][CH2:20][C:21]([OH:23])=[O:22])=[CH:17][N:18]=2)[CH2:26][CH2:27]1. (5) Given the reactants Cl.[Cl:2][C:3]1[N:4]=[C:5]([C:16]2[CH:21]=[CH:20][C:19]([O:22][CH2:23][CH2:24][CH:25]3[CH2:30][CH2:29][NH:28][CH2:27][CH2:26]3)=[C:18]([C:31]([F:34])([F:33])[F:32])[CH:17]=2)[C:6]2[CH:11]=[CH:10][N:9]([CH2:12][CH2:13][O:14][CH3:15])[C:7]=2[N:8]=1.[C:35](O[BH-](OC(=O)C)OC(=O)C)(=O)[CH3:36].[Na+].C(=O)C.C([O-])(O)=O.[Na+], predict the reaction product. The product is: [Cl:2][C:3]1[N:4]=[C:5]([C:16]2[CH:21]=[CH:20][C:19]([O:22][CH2:23][CH2:24][CH:25]3[CH2:30][CH2:29][N:28]([CH2:35][CH3:36])[CH2:27][CH2:26]3)=[C:18]([C:31]([F:32])([F:33])[F:34])[CH:17]=2)[C:6]2[CH:11]=[CH:10][N:9]([CH2:12][CH2:13][O:14][CH3:15])[C:7]=2[N:8]=1. (6) Given the reactants [NH2:1][C:2]1[C:3]([NH:8][CH:9]2[CH2:14][CH2:13][N:12]([C:15]([C:17]3[NH:21][C:20]4[CH:22]=[CH:23][CH:24]=[CH:25][C:19]=4[N:18]=3)=[O:16])[CH2:11][CH2:10]2)=[N:4][CH:5]=[CH:6][CH:7]=1.[CH3:26][O:27][C:28](OC)(OC)OC.C(O)(=O)CC, predict the reaction product. The product is: [NH:21]1[C:20]2[CH:22]=[CH:23][CH:24]=[CH:25][C:19]=2[N:18]=[C:17]1[C:15]([N:12]1[CH2:13][CH2:14][CH:9]([N:8]2[C:3]3=[N:4][CH:5]=[CH:6][CH:7]=[C:2]3[N:1]=[C:26]2[O:27][CH3:28])[CH2:10][CH2:11]1)=[O:16].